From a dataset of Full USPTO retrosynthesis dataset with 1.9M reactions from patents (1976-2016). Predict the reactants needed to synthesize the given product. (1) Given the product [N:1]([CH:8]1[CH2:13][CH2:12][CH2:11][C:10]([CH3:14])=[CH:9]1)=[N+:2]=[N-:3], predict the reactants needed to synthesize it. The reactants are: [N-:1]=[N+:2]=[N-:3].[Na+].[Na+].[I-].Cl[CH:8]1[CH2:13][CH2:12][CH2:11][C:10]([CH3:14])=[CH:9]1. (2) The reactants are: C[O:2][C:3]([C:5]1[S:6][CH:7]=[CH:8][C:9]=1[NH:10][S:11]([C:14]1[CH:19]=[CH:18][CH:17]=[CH:16][CH:15]=1)(=[O:13])=[O:12])=[O:4].[OH-].[Na+]. Given the product [C:14]1([S:11]([NH:10][C:9]2[CH:8]=[CH:7][S:6][C:5]=2[C:3]([OH:4])=[O:2])(=[O:13])=[O:12])[CH:15]=[CH:16][CH:17]=[CH:18][CH:19]=1, predict the reactants needed to synthesize it. (3) Given the product [CH2:49]([C:43]([CH2:39][CH2:40][CH2:41][CH3:42])=[C:15]1[C:16]2[C:11]([CH:10]=[C:9]3[C:17]=2[CH:18]=[C:19]([C:20]([CH3:21])([CH3:22])[CH3:23])[C:7]([C:1]2[CH:6]=[CH:5][CH:4]=[CH:3][CH:2]=2)=[CH:8]3)=[C:12]([CH:34]2[CH:55]=[CH:37][CH:36]=[CH:35]2)[C:13]([C:28]2[CH:29]=[CH:30][CH:31]=[CH:32][CH:33]=2)=[C:14]1[C:24]([CH3:26])([CH3:27])[CH3:25])[CH2:50][CH2:51][CH3:52], predict the reactants needed to synthesize it. The reactants are: [C:1]1([C:7]2[C:19]([C:20]([CH3:23])([CH3:22])[CH3:21])=[CH:18][C:17]3[C:16]4[C:11](=[CH:12][C:13]([C:28]5[CH:33]=[CH:32][CH:31]=[CH:30][CH:29]=5)=[C:14]([C:24]([CH3:27])([CH3:26])[CH3:25])[CH:15]=4)[CH2:10][C:9]=3[CH:8]=2)[CH:6]=[CH:5][CH:4]=[CH:3][CH:2]=1.[CH2:34]([Li])[CH2:35][CH2:36][CH3:37].[CH2:39]([C:43]([CH2:49][CH2:50][CH2:51][CH3:52])=C1C=CC=C1)[CH2:40][CH2:41][CH3:42].Cl.O1CCC[CH2:55]1.